From a dataset of hERG Central: cardiac toxicity at 1µM, 10µM, and general inhibition. Predict hERG channel inhibition at various concentrations. (1) The drug is Cc1cccc(C(=O)N2CCN(Cc3nc4sc5c(c4c(=O)[nH]3)CCCC5)CC2)c1. Results: hERG_inhib (hERG inhibition (general)): blocker. (2) The molecule is COc1ccc(C(=O)C2CCCN(Cc3c(C)[nH]c4ccccc34)C2)c(OC)c1. Results: hERG_inhib (hERG inhibition (general)): blocker.